Dataset: Catalyst prediction with 721,799 reactions and 888 catalyst types from USPTO. Task: Predict which catalyst facilitates the given reaction. (1) Reactant: [N+:1]([C:4]1[CH:9]=[CH:8][C:7]([O:10][C:11]2[CH:16]=[CH:15][CH:14]=[C:13]([CH3:17])[C:12]=2[CH3:18])=[CH:6][CH:5]=1)([O-])=O.O.NN. Product: [CH3:18][C:12]1[C:13]([CH3:17])=[CH:14][CH:15]=[CH:16][C:11]=1[O:10][C:7]1[CH:6]=[CH:5][C:4]([NH2:1])=[CH:9][CH:8]=1. The catalyst class is: 29. (2) Reactant: [Br:1][C:2]1[C:3](C)=[C:4]([CH:8]=[CH:9][CH:10]=1)C(O)=O.CN(C([O:19]N1N=NC2C=CC=CC1=2)=[N+](C)C)C.F[P-](F)(F)(F)(F)F.C1(N)CC1.CC[N:42]([CH:46]([CH3:48])C)[CH:43]([CH3:45])[CH3:44]. Product: [Br:1][C:2]1[CH:3]=[CH:4][C:48]([C:46]([NH:42][CH:43]2[CH2:44][CH2:45]2)=[O:19])=[C:9]([CH3:8])[CH:10]=1. The catalyst class is: 3.